This data is from M1 muscarinic receptor agonist screen with 61,833 compounds. The task is: Binary Classification. Given a drug SMILES string, predict its activity (active/inactive) in a high-throughput screening assay against a specified biological target. (1) The molecule is O=C(N1C2CC(CC(C2)(C)C)(C1)C)c1ccc(OC)cc1. The result is 0 (inactive). (2) The molecule is O(C(=O)C1CCN(CC1)CC(=O)c1c2c([nH]c1C)cc(cc2)C)CC. The result is 0 (inactive). (3) The drug is s1c(c(c(c1NC(=O)CSc1nc([nH]n1)N)C(OCC)=O)C)CC. The result is 0 (inactive). (4) The molecule is O(CC(=O)NCCCN(C)C)c1c(nc(cc1)C)CC. The result is 0 (inactive). (5) The drug is S(=O)(=O)(N1CC(CCC1)C)c1cc2c(oc(c2C)C(=O)NCc2cccnc2)cc1. The result is 0 (inactive). (6) The molecule is O(c1nc(N2CCCCC2)nc(n2nnc(c2C(OCC)=O)c2ccccc2)n1)CC. The result is 1 (active). (7) The molecule is P(/N1CCOCC1)(N1CCOCC1)(=N\C(=O)c1ccc(F)cc1)C(C)(C)C. The result is 0 (inactive). (8) The molecule is O(c1cc(c2n(c3c(n2)cncc3)C)cc(OC)c1OC)C. The result is 0 (inactive).